Dataset: Reaction yield outcomes from USPTO patents with 853,638 reactions. Task: Predict the reaction yield, written as a fraction of the theoretical maximum amount of product (1.0 means a 100% yield; for example, 0.34 means a 34% yield). The catalyst is C(O)C. The reactants are C([O:3][C:4]([C:6]1[C:7]([C:12]2[CH:17]=[CH:16][C:15]([CH3:18])=[CH:14][C:13]=2[Cl:19])=[CH:8][CH:9]=[CH:10][CH:11]=1)=[O:5])C.[OH-].[Na+]. The yield is 0.850. The product is [Cl:19][C:13]1[CH:14]=[C:15]([CH3:18])[CH:16]=[CH:17][C:12]=1[C:7]1[C:6]([C:4]([OH:5])=[O:3])=[CH:11][CH:10]=[CH:9][CH:8]=1.